From a dataset of Forward reaction prediction with 1.9M reactions from USPTO patents (1976-2016). Predict the product of the given reaction. (1) Given the reactants [OH:1][C:2]([C:34]1[CH:39]=[CH:38][CH:37]=[CH:36][CH:35]=1)([C:28]1[CH:33]=[CH:32][CH:31]=[CH:30][CH:29]=1)[CH:3]1[CH2:8][CH2:7][N:6]([CH2:9][CH2:10][CH2:11][C:12]([C:14]2[CH:19]=[CH:18][C:17]([C:20]([CH3:27])([CH3:26])[C:21]([O:23]CC)=[O:22])=[CH:16][CH:15]=2)=[O:13])[CH2:5][CH2:4]1.[OH-].[Na+].CC(C)=O.[ClH:46], predict the reaction product. The product is: [OH2:1].[ClH:46].[OH:1][C:2]([C:34]1[CH:35]=[CH:36][CH:37]=[CH:38][CH:39]=1)([C:28]1[CH:29]=[CH:30][CH:31]=[CH:32][CH:33]=1)[CH:3]1[CH2:8][CH2:7][N:6]([CH2:9][CH2:10][CH2:11][CH:12]([C:14]2[CH:19]=[CH:18][C:17]([C:20]([CH3:27])([CH3:26])[C:21]([OH:23])=[O:22])=[CH:16][CH:15]=2)[OH:13])[CH2:5][CH2:4]1. (2) Given the reactants [H-].[Na+].[NH:3]1[CH:7]=[CH:6][CH:5]=[C:4]1[C:8]1[CH:23]=[CH:22][C:11]([O:12][CH2:13][CH2:14][CH2:15][N:16]2[CH2:21][CH2:20][CH2:19][CH2:18][CH2:17]2)=[CH:10][CH:9]=1.Cl[CH2:25][CH2:26][CH2:27][N:28]1[CH2:33][CH2:32][CH2:31][CH2:30][CH2:29]1, predict the reaction product. The product is: [N:28]1([CH2:27][CH2:26][CH2:25][N:3]2[CH:7]=[CH:6][CH:5]=[C:4]2[C:8]2[CH:23]=[CH:22][C:11]([O:12][CH2:13][CH2:14][CH2:15][N:16]3[CH2:21][CH2:20][CH2:19][CH2:18][CH2:17]3)=[CH:10][CH:9]=2)[CH2:33][CH2:32][CH2:31][CH2:30][CH2:29]1.